From a dataset of Reaction yield outcomes from USPTO patents with 853,638 reactions. Predict the reaction yield, written as a fraction of the theoretical maximum amount of product (1.0 means a 100% yield; for example, 0.34 means a 34% yield). The reactants are C[O:2][C:3]([C:5]1[N:6]=[C:7]([C:11]2[CH:16]=[CH:15][C:14]([NH:17][C:18]([C:20]3[NH:21][C:22]([CH2:26][CH3:27])=[C:23]([Cl:25])[N:24]=3)=[O:19])=[C:13]([CH3:28])[CH:12]=2)[O:8][C:9]=1[CH3:10])=[O:4].[OH-].[Li+].CO. The catalyst is O1CCCC1. The product is [Cl:25][C:23]1[N:24]=[C:20]([C:18]([NH:17][C:14]2[CH:15]=[CH:16][C:11]([C:7]3[O:8][C:9]([CH3:10])=[C:5]([C:3]([OH:4])=[O:2])[N:6]=3)=[CH:12][C:13]=2[CH3:28])=[O:19])[NH:21][C:22]=1[CH2:26][CH3:27]. The yield is 0.860.